Dataset: Forward reaction prediction with 1.9M reactions from USPTO patents (1976-2016). Task: Predict the product of the given reaction. Given the reactants [F:1][C:2]1[CH:3]=[C:4]([C@H:16]2[CH2:20][CH2:19][CH2:18][N:17]2[C:21]2[CH:26]=[CH:25][N:24]3[N:27]=[CH:28][C:29]([C:30]([O:32][CH3:33])=[O:31])=[C:23]3[N:22]=2)[C:5](OS(C(F)(F)F)(=O)=O)=[N:6][CH:7]=1.[CH3:34][C:35]([NH:39][C:40](=[O:46])[O:41][C:42]([CH3:45])([CH3:44])[CH3:43])([C:37]#[CH:38])[CH3:36].C(NC(C)C)(C)C, predict the reaction product. The product is: [C:42]([O:41][C:40]([NH:39][C:35]([CH3:36])([CH3:34])[C:37]#[C:38][C:5]1[C:4]([C@H:16]2[CH2:20][CH2:19][CH2:18][N:17]2[C:21]2[CH:26]=[CH:25][N:24]3[N:27]=[CH:28][C:29]([C:30]([O:32][CH3:33])=[O:31])=[C:23]3[N:22]=2)=[CH:3][C:2]([F:1])=[CH:7][N:6]=1)=[O:46])([CH3:45])([CH3:44])[CH3:43].